This data is from Forward reaction prediction with 1.9M reactions from USPTO patents (1976-2016). The task is: Predict the product of the given reaction. (1) Given the reactants [N+:1]([C:4]1[CH:5]=[N:6][CH:7]=[CH:8][C:9]=1[NH:10][C:11]1[CH:16]=[CH:15][C:14]([NH:17][C:18](=[O:24])[O:19][C:20]([CH3:23])([CH3:22])[CH3:21])=[CH:13][CH:12]=1)([O-])=O, predict the reaction product. The product is: [NH2:1][C:4]1[CH:5]=[N:6][CH:7]=[CH:8][C:9]=1[NH:10][C:11]1[CH:12]=[CH:13][C:14]([NH:17][C:18](=[O:24])[O:19][C:20]([CH3:22])([CH3:21])[CH3:23])=[CH:15][CH:16]=1. (2) Given the reactants [CH3:1][S:2]([N:5]1[CH2:10][CH:9]=[C:8]([C:11]2[CH:12]=[C:13]3[CH2:19][CH:18]([CH:20]4[CH2:25][CH2:24][NH:23][CH2:22][CH2:21]4)[O:17][C:14]3=[CH:15][N:16]=2)[CH2:7][CH2:6]1)(=[O:4])=[O:3].Cl[C:27]1[N:32]=[CH:31][C:30]([CH2:33][CH3:34])=[CH:29][N:28]=1, predict the reaction product. The product is: [CH2:33]([C:30]1[CH:29]=[N:28][C:27]([N:23]2[CH2:24][CH2:25][CH:20]([CH:18]3[O:17][C:14]4=[CH:15][N:16]=[C:11]([C:8]5[CH2:9][CH2:10][N:5]([S:2]([CH3:1])(=[O:3])=[O:4])[CH2:6][CH:7]=5)[CH:12]=[C:13]4[CH2:19]3)[CH2:21][CH2:22]2)=[N:32][CH:31]=1)[CH3:34]. (3) Given the reactants [C:1]([O:5][C@@H:6]([C:11]1[C:40]([CH3:41])=[C:39]([CH:42]([OH:44])[CH3:43])[C:38]2=[N:45][C:35]3=[CH:36][N:37]2[C:12]=1[N:13]1[CH2:50][CH2:49][C:16]([CH3:51])([O:17][CH2:18][CH2:19][CH2:20][CH2:21][C@H:22]([CH3:48])[O:23][C:24]2[CH:25]=[CH:26][C:27]([F:47])=[CH:28][C:29]=2[C:30]2[CH:46]=[C:34]3[CH:33]=[CH:32][CH:31]=2)[CH2:15][CH2:14]1)[C:7]([O:9]C)=[O:8])([CH3:4])([CH3:3])[CH3:2].C(O[C@@H](C1C(C)=CC2=NC3=C(Cl)N2C=1N1CCC(C)(OCCCC[C@H](C)OC2C=CC(C)=CC=2C2C=C3C=CC=2)CC1)C(O)=O)(C)(C)C, predict the reaction product. The product is: [C:1]([O:5][C@@H:6]([C:11]1[C:40]([CH3:41])=[C:39]([CH:42]([OH:44])[CH3:43])[C:38]2=[N:45][C:35]3=[CH:36][N:37]2[C:12]=1[N:13]1[CH2:14][CH2:15][C:16]([CH3:51])([O:17][CH2:18][CH2:19][CH2:20][CH2:21][C@H:22]([CH3:48])[O:23][C:24]2[CH:25]=[CH:26][C:27]([F:47])=[CH:28][C:29]=2[C:30]2[CH:46]=[C:34]3[CH:33]=[CH:32][CH:31]=2)[CH2:49][CH2:50]1)[C:7]([OH:9])=[O:8])([CH3:2])([CH3:3])[CH3:4]. (4) Given the reactants [F:1][C:2]1[CH:9]=[CH:8][C:7]([N+:10]([O-:12])=[O:11])=[CH:6][C:3]=1[CH:4]=O.[OH:13][CH2:14][C@@H:15]1[CH2:19][CH2:18][CH2:17][NH:16]1.C(O)(=O)C.C([BH3-])#N.[Na+], predict the reaction product. The product is: [F:1][C:2]1[CH:9]=[CH:8][C:7]([N+:10]([O-:12])=[O:11])=[CH:6][C:3]=1[CH2:4][N:16]1[CH2:17][CH2:18][CH2:19][C@H:15]1[CH2:14][OH:13]. (5) Given the reactants C(P(CCCC)CCCC)CCC.[CH2:14]([O:16][C:17](=[O:27])[CH2:18][C:19]1[CH:24]=[CH:23][C:22]([OH:25])=[C:21]([Cl:26])[CH:20]=1)[CH3:15].[Br:28][C:29]1[CH:34]=[CH:33][C:32](/[C:35](/[C:39]2[CH:44]=[CH:43][CH:42]=[CH:41][CH:40]=2)=[CH:36]/[CH2:37]O)=[CH:31][CH:30]=1, predict the reaction product. The product is: [CH2:14]([O:16][C:17](=[O:27])[CH2:18][C:19]1[CH:24]=[CH:23][C:22]([O:25][CH2:37]/[CH:36]=[C:35](/[C:32]2[CH:31]=[CH:30][C:29]([Br:28])=[CH:34][CH:33]=2)\[C:39]2[CH:44]=[CH:43][CH:42]=[CH:41][CH:40]=2)=[C:21]([Cl:26])[CH:20]=1)[CH3:15]. (6) The product is: [C:1]([C:3]1[CH:4]=[C:5]([C:13]2[O:17][N:16]=[C:15]([C:18]3[CH:27]=[CH:26][CH:25]=[C:24]4[C:19]=3[CH2:20][CH2:21][CH2:22][C@H:23]4[NH:28][S:29]([CH2:32][CH2:33][OH:34])(=[O:30])=[O:31])[N:14]=2)[CH:6]=[CH:7][C:8]=1[O:9][CH:10]([CH3:12])[CH3:11])#[N:2]. Given the reactants [C:1]([C:3]1[CH:4]=[C:5]([C:13]2[O:17][N:16]=[C:15]([C:18]3[CH:27]=[CH:26][CH:25]=[C:24]4[C:19]=3[CH2:20][CH2:21][CH2:22][C@H:23]4[NH:28][S:29]([CH2:32][C:33](OC)=[O:34])(=[O:31])=[O:30])[N:14]=2)[CH:6]=[CH:7][C:8]=1[O:9][CH:10]([CH3:12])[CH3:11])#[N:2].[BH4-].[Na+].CO, predict the reaction product. (7) Given the reactants C1(C)C=CC=CC=1.[NH2:8][C:9]1[CH:21]=[C:20]([C:22]2[CH:27]=[CH:26][CH:25]=[CH:24][CH:23]=2)[CH:19]=[CH:18][C:10]=1[C:11]([O:13][C:14]([CH3:17])([CH3:16])[CH3:15])=[O:12].[F:28][C:29]1[CH:34]=[CH:33][C:32](I)=[CH:31][CH:30]=1.C(=O)([O-])[O-].[Cs+].[Cs+], predict the reaction product. The product is: [F:28][C:29]1[CH:34]=[CH:33][C:32]([NH:8][C:9]2[CH:21]=[C:20]([C:22]3[CH:23]=[CH:24][CH:25]=[CH:26][CH:27]=3)[CH:19]=[CH:18][C:10]=2[C:11]([O:13][C:14]([CH3:17])([CH3:16])[CH3:15])=[O:12])=[CH:31][CH:30]=1.